This data is from Reaction yield outcomes from USPTO patents with 853,638 reactions. The task is: Predict the reaction yield, written as a fraction of the theoretical maximum amount of product (1.0 means a 100% yield; for example, 0.34 means a 34% yield). The reactants are [F:1][C:2]1[CH:15]=[C:14]([N+:16]([O-:18])=[O:17])[CH:13]=[CH:12][C:3]=1[O:4][C:5]1[CH:10]=[CH:9][N:8]=[C:7]([NH2:11])[CH:6]=1.[CH2:19]([N:21]([CH2:24][CH3:25])[CH2:22][CH3:23])C.ClC([O:29][C:30]1C=CC=CC=1)=O.[CH3:36][NH:37][CH:38]1CCN(C)CC1. The catalyst is O1CCCC1.CN(C)C=O. The product is [F:1][C:2]1[CH:15]=[C:14]([N+:16]([O-:18])=[O:17])[CH:13]=[CH:12][C:3]=1[O:4][C:5]1[CH:10]=[CH:9][N:8]=[C:7]([NH:11][C:30](=[O:29])[N:37]([CH3:38])[CH:36]2[CH2:25][CH2:24][N:21]([CH3:19])[CH2:22][CH2:23]2)[CH:6]=1. The yield is 0.755.